This data is from CYP2C19 inhibition data for predicting drug metabolism from PubChem BioAssay. The task is: Regression/Classification. Given a drug SMILES string, predict its absorption, distribution, metabolism, or excretion properties. Task type varies by dataset: regression for continuous measurements (e.g., permeability, clearance, half-life) or binary classification for categorical outcomes (e.g., BBB penetration, CYP inhibition). Dataset: cyp2c19_veith. (1) The compound is O=c1c(-c2cccc(Cl)c2)nc2cncnc2n1Cc1ccc(F)cc1. The result is 1 (inhibitor). (2) The molecule is CC(C)(C)c1cccc(Oc2nn[nH]n2)c1. The result is 1 (inhibitor). (3) The drug is Cc1ccc(-n2nc(C)c3c2OC(N)=C(C#N)C3c2ccco2)cc1. The result is 1 (inhibitor). (4) The molecule is CN(C)Cc1ccccc1-c1nc(N(C)C)c2ccccc2n1. The result is 0 (non-inhibitor). (5) The compound is Cc1ncc(COP(=O)(O)O)c(C)c1O. The result is 0 (non-inhibitor). (6) The compound is Nc1nc2ccccc2nc1N1CCCC1. The result is 1 (inhibitor). (7) The molecule is CC(C)=CCC/C(C)=C/CO/N=C1/C[C@@H](O)[C@@H](O)[C@@H]2[C@@H]3C(=O)N(C(C)(C)C)C(=O)[C@H]3CC[C@@H]12. The result is 0 (non-inhibitor).